This data is from Forward reaction prediction with 1.9M reactions from USPTO patents (1976-2016). The task is: Predict the product of the given reaction. (1) The product is: [C:19]12([C:29](=[O:42])[CH2:30][O:31][C:32]3[CH:33]=[CH:34][C:35]([CH2:38][C:39]([NH:43][C:44]4[CH:49]=[CH:48][CH:47]=[CH:46][CH:45]=4)=[O:40])=[CH:36][CH:37]=3)[CH2:20][CH:21]3[CH2:27][CH:25]([CH2:24][CH:23]([CH2:22]3)[CH2:28]1)[CH2:26]2. Given the reactants CCN=C=NCCCN(C)C.CCN(CC)CC.[C:19]12([C:29](=[O:42])[CH2:30][O:31][C:32]3[CH:37]=[CH:36][C:35]([CH2:38][C:39](O)=[O:40])=[CH:34][CH:33]=3)[CH2:28][CH:23]3[CH2:24][CH:25]([CH2:27][CH:21]([CH2:22]3)[CH2:20]1)[CH2:26]2.[NH2:43][C:44]1[CH:49]=[CH:48][CH:47]=[CH:46][CH:45]=1, predict the reaction product. (2) The product is: [OH:16][C@H:17]([CH3:36])[C@H:18]([NH:28][C:29](=[O:30])[O:31][C:32]([CH3:34])([CH3:33])[CH3:35])[C:19]1[CH:24]=[C:23]([F:25])[C:22]([F:26])=[C:21]([F:27])[CH:20]=1. Given the reactants C(=O)([O-])[O-].[K+].[K+].[N+](C1C=CC(C([O:16][C@H:17]([CH3:36])[C@H:18]([NH:28][C:29]([O:31][C:32]([CH3:35])([CH3:34])[CH3:33])=[O:30])[C:19]2[CH:24]=[C:23]([F:25])[C:22]([F:26])=[C:21]([F:27])[CH:20]=2)=O)=CC=1)([O-])=O.C1COCC1.C(OCC)(=O)C, predict the reaction product.